Dataset: Catalyst prediction with 721,799 reactions and 888 catalyst types from USPTO. Task: Predict which catalyst facilitates the given reaction. Reactant: Br[C:2]1[CH:11]=[CH:10][C:5]2[C:6](=[O:9])[O:7][CH2:8][C:4]=2[CH:3]=1.[CH3:12][C:13]1([CH3:29])[C:17]([CH3:19])([CH3:18])[O:16][B:15]([B:15]2[O:16][C:17]([CH3:19])([CH3:18])[C:13]([CH3:29])([CH3:12])[O:14]2)[O:14]1.C([O-])(=O)C.[K+].O. Product: [CH3:12][C:13]1([CH3:29])[C:17]([CH3:19])([CH3:18])[O:16][B:15]([C:2]2[CH:11]=[CH:10][C:5]3[C:6](=[O:9])[O:7][CH2:8][C:4]=3[CH:3]=2)[O:14]1. The catalyst class is: 75.